This data is from Forward reaction prediction with 1.9M reactions from USPTO patents (1976-2016). The task is: Predict the product of the given reaction. Given the reactants [S:1]1[C:5]2[CH2:6][CH2:7][O:8][CH2:9][C:4]=2[N:3]=[C:2]1[NH2:10].Br[CH2:12][CH2:13][CH2:14][CH3:15], predict the reaction product. The product is: [CH2:12]([N:3]1[C:4]2[CH2:9][O:8][CH2:7][CH2:6][C:5]=2[S:1][C:2]1=[NH:10])[CH2:13][CH2:14][CH3:15].